Predict the reactants needed to synthesize the given product. From a dataset of Full USPTO retrosynthesis dataset with 1.9M reactions from patents (1976-2016). (1) Given the product [Cl:20][CH2:21][CH2:22][CH2:23][O:24][C:25]1[CH:30]=[CH:29][C:28]([CH:31]2[C:36]([C:37]3[CH:42]=[CH:41][C:40]([OH:43])=[CH:39][CH:38]=3)=[C:35]([C:44]([F:47])([F:45])[F:46])[C:34]3[CH:49]=[CH:50][C:51]([OH:53])=[CH:52][C:33]=3[O:32]2)=[CH:27][CH:26]=1, predict the reactants needed to synthesize it. The reactants are: FC(F)(F)C(OC(=O)C(F)(F)F)=O.N1C=CC=CC=1.[Cl:20][CH2:21][CH2:22][CH2:23][O:24][C:25]1[CH:30]=[CH:29][C:28]([CH:31]2[CH:36]([C:37]3[CH:42]=[CH:41][C:40]([OH:43])=[CH:39][CH:38]=3)[C:35](O)([C:44]([F:47])([F:46])[F:45])[C:34]3[CH:49]=[CH:50][C:51]([OH:53])=[CH:52][C:33]=3[O:32]2)=[CH:27][CH:26]=1.[Cl-].[Na+]. (2) Given the product [CH3:13][O:12][C:11]1[CH:10]=[C:9]([CH:17]=[CH:16][C:14]=1[O:15][CH2:2][C:3]#[C:4][CH2:5][CH3:6])[CH:8]=[O:7], predict the reactants needed to synthesize it. The reactants are: Br[CH2:2][C:3]#[C:4][CH2:5][CH3:6].[O:7]=[CH:8][C:9]1[CH:17]=[CH:16][C:14]([OH:15])=[C:11]([O:12][CH3:13])[CH:10]=1.C(=O)([O-])[O-].[K+].[K+]. (3) Given the product [Cl:1][C:2]1[CH:9]=[CH:8][CH:7]=[C:6]([Cl:10])[C:3]=1[CH:4]=[N:12][OH:13], predict the reactants needed to synthesize it. The reactants are: [Cl:1][C:2]1[CH:9]=[CH:8][CH:7]=[C:6]([Cl:10])[C:3]=1[CH:4]=O.Cl.[NH2:12][OH:13].[OH-].[Na+].C(=O)C1C=CC=CC=1. (4) The reactants are: CC1C=C2N=C3C(=NC(NC3=O)=O)N(C[C@H](O)[C@H](O)[C@H](O)CO)C2=CC=1C.[F:28][C:29]1[CH:56]=[CH:55][CH:54]=[C:53]([F:57])[C:30]=1[C:31]([NH:33][C:34]1[CH:38]=[CH:37][N:36]([CH2:39][C:40]2[CH:45]=[C:44]([N+:46]([O-])=O)[CH:43]=[CH:42][C:41]=2[C:49]([F:52])([F:51])[F:50])[N:35]=1)=[O:32]. Given the product [NH2:46][C:44]1[CH:43]=[CH:42][C:41]([C:49]([F:51])([F:52])[F:50])=[C:40]([CH2:39][N:36]2[CH:37]=[CH:38][C:34]([NH:33][C:31](=[O:32])[C:30]3[C:29]([F:28])=[CH:56][CH:55]=[CH:54][C:53]=3[F:57])=[N:35]2)[CH:45]=1, predict the reactants needed to synthesize it.